Dataset: Peptide-MHC class II binding affinity with 134,281 pairs from IEDB. Task: Regression. Given a peptide amino acid sequence and an MHC pseudo amino acid sequence, predict their binding affinity value. This is MHC class II binding data. (1) The peptide sequence is GGGFGMLLRKYGIAA. The MHC is DRB1_0101 with pseudo-sequence DRB1_0101. The binding affinity (normalized) is 0.427. (2) The peptide sequence is YTVALFLAVALVAGP. The MHC is DRB1_1201 with pseudo-sequence DRB1_1201. The binding affinity (normalized) is 0.0232. (3) The peptide sequence is GAVDIINKWQVVAPQ. The MHC is DRB4_0101 with pseudo-sequence DRB4_0103. The binding affinity (normalized) is 0.575. (4) The peptide sequence is FKPFAEYKSDYVYEP. The MHC is HLA-DPA10103-DPB10201 with pseudo-sequence HLA-DPA10103-DPB10201. The binding affinity (normalized) is 0.402. (5) The peptide sequence is DKRHDGGCRKELAAV. The binding affinity (normalized) is 0.109. The MHC is DRB1_0802 with pseudo-sequence DRB1_0802.